From a dataset of Forward reaction prediction with 1.9M reactions from USPTO patents (1976-2016). Predict the product of the given reaction. (1) Given the reactants [O:1]1[C:5]2[CH:6]=[CH:7][CH:8]=[CH:9][C:4]=2[N:3]=[C:2]1[N:10]1[CH2:15][CH2:14][CH2:13][CH2:12][C@H:11]1[C:16]([OH:18])=O.[CH3:19][C@H:20]1[CH2:25][CH2:24][CH2:23][C@@H:22]([CH3:26])[N:21]1[CH2:27][CH2:28][NH2:29], predict the reaction product. The product is: [NH3:3].[O:1]1[C:5]2[CH:6]=[CH:7][CH:8]=[CH:9][C:4]=2[N:3]=[C:2]1[N:10]1[CH2:15][CH2:14][CH2:13][CH2:12][C@H:11]1[C:16]([NH:29][CH2:28][CH2:27][N:21]1[C@H:22]([CH3:26])[CH2:23][CH2:24][CH2:25][C@@H:20]1[CH3:19])=[O:18]. (2) Given the reactants [OH:1][C:2]1[CH:7]=[CH:6][C:5]([CH2:8][C:9]([OH:11])=[O:10])=[CH:4][CH:3]=1.[N+:12]([O-])([OH:14])=[O:13].O, predict the reaction product. The product is: [OH:1][C:2]1[CH:3]=[CH:4][C:5]([CH2:8][C:9]([OH:11])=[O:10])=[CH:6][C:7]=1[N+:12]([O-:14])=[O:13]. (3) Given the reactants [N+:1]([C:4]1[CH:5]=[C:6]([NH:10][C:11](=[O:22])[C:12]2[CH:17]=[CH:16][CH:15]=[C:14]([C:18]([F:21])([F:20])[F:19])[CH:13]=2)[CH:7]=[CH:8][CH:9]=1)([O-])=O, predict the reaction product. The product is: [NH2:1][C:4]1[CH:5]=[C:6]([NH:10][C:11](=[O:22])[C:12]2[CH:17]=[CH:16][CH:15]=[C:14]([C:18]([F:19])([F:20])[F:21])[CH:13]=2)[CH:7]=[CH:8][CH:9]=1. (4) Given the reactants [CH3:1][C:2]1([CH3:35])[CH2:7][CH2:6][C:5]([C:8]2[CH:13]=[C:12]([C:14]3(O)[CH2:20][C:19]4([CH3:22])[O:21][C:16]([CH3:23])([CH2:17][CH2:18]4)[CH2:15]3)[CH:11]=[CH:10][C:9]=2[NH:25][C:26]([C:28]2[NH:29][CH:30]=[C:31]([C:33]#[N:34])[N:32]=2)=[O:27])=[CH:4][CH2:3]1.[Si]([C:40]#[N:41])(C)(C)C.Cl[Sn](Cl)(Cl)Cl.CO, predict the reaction product. The product is: [C:40]([C:14]1([C:12]2[CH:11]=[CH:10][C:9]([NH:25][C:26]([C:28]3[NH:29][CH:30]=[C:31]([C:33]#[N:34])[N:32]=3)=[O:27])=[C:8]([C:5]3[CH2:6][CH2:7][C:2]([CH3:35])([CH3:1])[CH2:3][CH:4]=3)[CH:13]=2)[CH2:20][C:19]2([CH3:22])[O:21][C:16]([CH3:23])([CH2:17][CH2:18]2)[CH2:15]1)#[N:41]. (5) Given the reactants [CH3:1][C:2]1[CH:7]=[C:6]([CH3:8])[CH:5]=[C:4]([CH3:9])[C:3]=1[S:10]([C:13]1[CH:18]=[CH:17][C:16]([OH:19])=[CH:15][CH:14]=1)(=[O:12])=[O:11].[CH:20]1[CH:25]=[CH:24][C:23](P([C:20]2[CH:25]=[CH:24][CH:23]=[CH:22][CH:21]=2)[C:20]2[CH:25]=[CH:24][CH:23]=[CH:22][CH:21]=2)=[CH:22][CH:21]=1.C1(O)CCCCC1.CC(OC(/N=N/C(OC(C)C)=O)=O)C, predict the reaction product. The product is: [CH:20]1([O:19][C:16]2[CH:17]=[CH:18][C:13]([S:10]([C:3]3[C:2]([CH3:1])=[CH:7][C:6]([CH3:8])=[CH:5][C:4]=3[CH3:9])(=[O:12])=[O:11])=[CH:14][CH:15]=2)[CH2:25][CH2:24][CH2:23][CH2:22][CH2:21]1. (6) Given the reactants [F:1][C:2]([F:10])([CH2:6][C:7]([OH:9])=[O:8])[C:3]([OH:5])=[O:4].[CH:11]1(N=C=NC2CCCCC2)CCCCC1, predict the reaction product. The product is: [CH3:11][O:4][C:3](=[O:5])[C:2]([F:10])([F:1])[CH2:6][C:7]([OH:9])=[O:8]. (7) Given the reactants [C:1]([O:5][C:6]([NH:8][CH2:9][CH2:10][CH2:11][C@H:12]([NH:17][C:18]([C:20]1[C:21](=[O:37])[N:22]([CH2:26][C:27]2[CH:32]=[CH:31][CH:30]=[CH:29][C:28]=2[C:33]([F:36])([F:35])[F:34])[CH:23]=[CH:24][CH:25]=1)=[O:19])[C:13]([O:15]C)=[O:14])=[O:7])([CH3:4])([CH3:3])[CH3:2].[OH-].[Na+], predict the reaction product. The product is: [C:1]([O:5][C:6]([NH:8][CH2:9][CH2:10][CH2:11][C@H:12]([NH:17][C:18]([C:20]1[C:21](=[O:37])[N:22]([CH2:26][C:27]2[CH:32]=[CH:31][CH:30]=[CH:29][C:28]=2[C:33]([F:34])([F:35])[F:36])[CH:23]=[CH:24][CH:25]=1)=[O:19])[C:13]([OH:15])=[O:14])=[O:7])([CH3:4])([CH3:2])[CH3:3].